From a dataset of Catalyst prediction with 721,799 reactions and 888 catalyst types from USPTO. Predict which catalyst facilitates the given reaction. (1) Reactant: O1CCCC1.B.[N+:7]([C:10]1[CH:11]=[C:12]([C:19](O)=[O:20])[C:13](=[CH:17][CH:18]=1)[C:14](O)=[O:15])([O-:9])=[O:8]. Product: [N+:7]([C:10]1[CH:18]=[CH:17][C:13]([CH2:14][OH:15])=[C:12]([CH2:19][OH:20])[CH:11]=1)([O-:9])=[O:8]. The catalyst class is: 7. (2) Reactant: C(Cl)Cl.[CH3:4][O:5][C:6]1[CH:14]=[CH:13][C:9]([C:10](Cl)=[O:11])=[CH:8][CH:7]=1.[NH2:15][C:16]1[CH:28]=[C:27]([O:29][C:30]2[CH:35]=[CH:34][CH:33]=[CH:32][CH:31]=2)[CH:26]=[CH:25][C:17]=1[C:18]([O:20][C:21]([CH3:24])([CH3:23])[CH3:22])=[O:19].C(=O)([O-])O.[Na+]. Product: [CH3:4][O:5][C:6]1[CH:14]=[CH:13][C:9]([C:10]([NH:15][C:16]2[CH:28]=[C:27]([O:29][C:30]3[CH:35]=[CH:34][CH:33]=[CH:32][CH:31]=3)[CH:26]=[CH:25][C:17]=2[C:18]([O:20][C:21]([CH3:22])([CH3:23])[CH3:24])=[O:19])=[O:11])=[CH:8][CH:7]=1. The catalyst class is: 66. (3) Reactant: [Cl:1][C:2]1[C:7]([CH2:8]O)=[CH:6][CH:5]=[CH:4][N:3]=1.S(Cl)([Cl:12])=O. Product: [Cl:1][C:2]1[C:7]([CH2:8][Cl:12])=[CH:6][CH:5]=[CH:4][N:3]=1. The catalyst class is: 4.